Dataset: Reaction yield outcomes from USPTO patents with 853,638 reactions. Task: Predict the reaction yield, written as a fraction of the theoretical maximum amount of product (1.0 means a 100% yield; for example, 0.34 means a 34% yield). (1) The reactants are [C:1]([O:5][C:6](=[O:27])[N:7]([C:19]1[CH:24]=[CH:23][C:22]([C:25]#[N:26])=[CH:21][CH:20]=1)[CH2:8][C:9]1[CH:10]=[N:11][C:12]([CH3:18])=[C:13]([OH:17])[C:14]=1[CH2:15][OH:16])([CH3:4])([CH3:3])[CH3:2].Br[CH2:29][C:30]1[CH:35]=[CH:34][C:33]([C:36]#[N:37])=[CH:32][CH:31]=1. No catalyst specified. The product is [C:1]([O:5][C:6](=[O:27])[N:7]([CH2:8][C:9]1[CH:10]=[N:11][C:12]([CH3:18])=[C:13]([O:17][CH2:29][C:30]2[CH:35]=[CH:34][C:33]([C:36]#[N:37])=[CH:32][CH:31]=2)[C:14]=1[CH2:15][OH:16])[C:19]1[CH:20]=[CH:21][C:22]([C:25]#[N:26])=[CH:23][CH:24]=1)([CH3:4])([CH3:2])[CH3:3]. The yield is 0.700. (2) The reactants are [Si]([O:8][CH2:9][C:10]1([CH3:38])[S:16][CH2:15][CH2:14][N:13]2[C:17]([C:20]3([C:23]4[CH:28]=[CH:27][C:26](B5OC(C)(C)C(C)(C)O5)=[CH:25][CH:24]=4)[CH2:22][CH2:21]3)=[N:18][N:19]=[C:12]2[CH2:11]1)(C(C)(C)C)(C)C.Br[C:40]1[C:45]([O:46][CH3:47])=[CH:44][CH:43]=[CH:42][N:41]=1.C(=O)([O-])[O-].[K+].[K+].C(=O)([O-])O.[Na+]. The catalyst is C(COC)OC.O.Cl.CO.C1C=CC([P]([Pd]([P](C2C=CC=CC=2)(C2C=CC=CC=2)C2C=CC=CC=2)([P](C2C=CC=CC=2)(C2C=CC=CC=2)C2C=CC=CC=2)[P](C2C=CC=CC=2)(C2C=CC=CC=2)C2C=CC=CC=2)(C2C=CC=CC=2)C2C=CC=CC=2)=CC=1. The product is [CH3:47][O:46][C:45]1[C:40]([C:26]2[CH:25]=[CH:24][C:23]([C:20]3([C:17]4[N:13]5[CH2:14][CH2:15][S:16][C:10]([CH2:9][OH:8])([CH3:38])[CH2:11][C:12]5=[N:19][N:18]=4)[CH2:22][CH2:21]3)=[CH:28][CH:27]=2)=[N:41][CH:42]=[CH:43][CH:44]=1. The yield is 0.650. (3) The reactants are FC(F)(F)C([O-])=O.[C:8]([O:12][C:13]([N:15]1[CH2:19][CH:18]([O:20][C:21]2[C:30]3[C:25](=[CH:26][C:27]([O:31][CH3:32])=[CH:28][CH:29]=3)[CH:24]=[CH:23][N:22]=2)[CH2:17][CH:16]1[C:33](=[O:50])[NH:34][C:35]1([C:40]([NH:42][S:43]([O:46][CH:47]2[CH2:49][CH2:48]2)(=[O:45])=[O:44])=[O:41])[CH2:37][CH:36]1[CH:38]=[CH2:39])=[O:14])([CH3:11])([CH3:10])[CH3:9]. The catalyst is CCOC(C)=O.CCO. The product is [C:8]([O:12][C:13]([N:15]1[CH2:19][CH:18]([O:20][C:21]2[C:30]3[C:25](=[CH:26][C:27]([O:31][CH3:32])=[CH:28][CH:29]=3)[CH:24]=[CH:23][N:22]=2)[CH2:17][CH:16]1[C:33](=[O:50])[NH:34][C:35]1([C:40]([NH:42][S:43]([O:46][CH:47]2[CH2:49][CH2:48]2)(=[O:44])=[O:45])=[O:41])[CH2:37][CH:36]1[CH2:38][CH3:39])=[O:14])([CH3:9])([CH3:10])[CH3:11]. The yield is 0.830. (4) The reactants are [Br:1][C:2]1[C:3]([N:16]([CH3:21])[S:17]([CH3:20])(=[O:19])=[O:18])=[CH:4][C:5]2[O:9][C:8](I)=[C:7]([C:11]([NH:13][CH3:14])=[O:12])[C:6]=2[CH:15]=1.[F:22][C:23]([F:34])([F:33])[C:24]1[N:29]=[CH:28][C:27](B(O)O)=[CH:26][CH:25]=1.C([O-])([O-])=O.[Na+].[Na+].O. The catalyst is O1CCOCC1.O.C1C=CC(P(C2C=CC=CC=2)[C-]2C=CC=C2)=CC=1.C1C=CC(P(C2C=CC=CC=2)[C-]2C=CC=C2)=CC=1.Cl[Pd]Cl.[Fe+2]. The product is [Br:1][C:2]1[C:3]([N:16]([CH3:21])[S:17]([CH3:20])(=[O:19])=[O:18])=[CH:4][C:5]2[O:9][C:8]([C:27]3[CH:28]=[N:29][C:24]([C:23]([F:34])([F:33])[F:22])=[CH:25][CH:26]=3)=[C:7]([C:11]([NH:13][CH3:14])=[O:12])[C:6]=2[CH:15]=1. The yield is 0.900. (5) The reactants are Cl[C:2]1[C:11]2[O:10][CH2:9][CH2:8][CH2:7][C:6]=2[C:5]([CH3:12])=[C:4]([B:13]2[O:17][C:16]([CH3:19])([CH3:18])[C:15]([CH3:21])([CH3:20])[O:14]2)[CH:3]=1.C([O-])=O.[NH4+]. The catalyst is [Pd].CO. The product is [CH3:18][C:16]1([CH3:19])[C:15]([CH3:20])([CH3:21])[O:14][B:13]([C:4]2[CH:3]=[CH:2][C:11]3[O:10][CH2:9][CH2:8][CH2:7][C:6]=3[C:5]=2[CH3:12])[O:17]1. The yield is 0.940. (6) The reactants are C(OC([C:6]1[C:7]([N:15]2[CH2:20][CH2:19][C:18]([NH2:32])([CH2:21][C:22]3[CH:27]=[CH:26][C:25]([C:28]([CH3:31])([CH3:30])[CH3:29])=[CH:24][CH:23]=3)[CH2:17][CH2:16]2)=[C:8]2[CH:14]=[N:13][NH:12][C:9]2=[N:10][CH:11]=1)=O)C.O. The catalyst is [OH-].[K+]. The product is [C:28]([C:25]1[CH:26]=[CH:27][C:22]([CH2:21][C:18]2([NH2:32])[CH2:19][CH2:20][N:15]([C:7]3[CH:6]=[CH:11][N:10]=[C:9]4[NH:12][N:13]=[CH:14][C:8]=34)[CH2:16][CH2:17]2)=[CH:23][CH:24]=1)([CH3:31])([CH3:29])[CH3:30]. The yield is 0.470. (7) The reactants are [Si]([O:8][CH2:9][CH2:10][CH2:11][N:12]1[C:21]2[C:16](=[CH:17][CH:18]=[CH:19][CH:20]=2)[CH2:15][CH:14]([CH2:22][N:23]2[CH2:28][CH2:27][C:26]3([C:36]4[C:31](=[CH:32][CH:33]=[CH:34][CH:35]=4)[CH2:30][CH2:29]3)[CH2:25][CH2:24]2)[C:13]1=[O:37])(C(C)(C)C)(C)C.[F-].C([N+](CCCC)(CCCC)CCCC)CCC. The catalyst is C1COCC1. The product is [OH:8][CH2:9][CH2:10][CH2:11][N:12]1[C:21]2[C:16](=[CH:17][CH:18]=[CH:19][CH:20]=2)[CH2:15][CH:14]([CH2:22][N:23]2[CH2:28][CH2:27][C:26]3([C:36]4[C:31](=[CH:32][CH:33]=[CH:34][CH:35]=4)[CH2:30][CH2:29]3)[CH2:25][CH2:24]2)[C:13]1=[O:37]. The yield is 0.790. (8) The reactants are [CH3:1][CH2:2][NH:3][C:4]([C@H:6]1[N:10]([C:11]([C@@H:13]([NH:21][C:22]([C@@H:24]([NH:29][C:30]([C@H:32]([NH:37][C:38]([C@@H:40]([NH:49][C:50]([C@@H:52]([NH:55][C:56]([C@@H:58]([NH:69][C:70]([C@@H:72]([NH:79][C:80]([C@H:82]2[NH:87][C:85](=[O:86])[CH2:84][CH2:83]2)=[O:81])[CH2:73][C:74]2[N:78]=[CH:77][NH:76][CH:75]=2)=[O:71])[CH2:59][C:60]2[C:64]3[CH:65]=[CH:66][CH:67]=[CH:68][C:63]=3[NH:62][CH:61]=2)=[O:57])[CH2:53][OH:54])=[O:51])[CH2:41][C:42]2[CH:43]=[CH:44][C:45]([OH:48])=[CH:46][CH:47]=2)=[O:39])[CH2:33][CH:34]([CH3:36])[CH3:35])=[O:31])[CH2:25][CH:26]([CH3:28])[CH3:27])=[O:23])[CH2:14][CH2:15][CH2:16][NH:17][C:18]([NH2:20])=[NH:19])=[O:12])[CH2:9][CH2:8][CH2:7]1)=[O:5].CC(O)=O.C1C=C2C=C(C(O)=O)C(O)=C(CC3C4C(=CC=CC=4)C=C(C(O)=O)C=3O)C2=CC=1.[Na+]. The catalyst is C(Cl)Cl.C(O)C1C=CC=CC=1. The product is [CH3:1][CH2:2][NH:3][C:4]([C@H:6]1[N:10]([C:11]([C@@H:13]([NH:21][C:22]([C@@H:24]([NH:29][C:30]([C@H:32]([NH:37][C:38]([C@@H:40]([NH:49][C:50]([C@@H:52]([NH:55][C:56]([C@@H:58]([NH:69][C:70]([C@@H:72]([NH:79][C:80]([C@H:82]2[NH:87][C:85](=[O:86])[CH2:84][CH2:83]2)=[O:81])[CH2:73][C:74]2[N:78]=[CH:77][NH:76][CH:75]=2)=[O:71])[CH2:59][C:60]2[C:64]3[CH:65]=[CH:66][CH:67]=[CH:68][C:63]=3[NH:62][CH:61]=2)=[O:57])[CH2:53][OH:54])=[O:51])[CH2:41][C:42]2[CH:47]=[CH:46][C:45]([OH:48])=[CH:44][CH:43]=2)=[O:39])[CH2:33][CH:34]([CH3:36])[CH3:35])=[O:31])[CH2:25][CH:26]([CH3:28])[CH3:27])=[O:23])[CH2:14][CH2:15][CH2:16][NH:17][C:18]([NH2:20])=[NH:19])=[O:12])[CH2:9][CH2:8][CH2:7]1)=[O:5]. The yield is 0.785. (9) The catalyst is C(Cl)Cl. The reactants are C(OC([NH:8][C:9]1[CH:14]=[CH:13][C:12]([C:15]([CH3:18])([CH3:17])[CH3:16])=[C:11]([NH:19][C:20]([C:22]2[C:31](=[O:32])[C:30]3[C:25](=[CH:26][CH:27]=[CH:28][CH:29]=3)[NH:24][CH:23]=2)=[O:21])[CH:10]=1)=O)(C)(C)C.C(O)(C(F)(F)F)=O. The product is [NH2:8][C:9]1[CH:14]=[CH:13][C:12]([C:15]([CH3:18])([CH3:17])[CH3:16])=[C:11]([NH:19][C:20]([C:22]2[C:31](=[O:32])[C:30]3[C:25](=[CH:26][CH:27]=[CH:28][CH:29]=3)[NH:24][CH:23]=2)=[O:21])[CH:10]=1. The yield is 0.560.